Predict which catalyst facilitates the given reaction. From a dataset of Catalyst prediction with 721,799 reactions and 888 catalyst types from USPTO. (1) Reactant: [F:1][C:2]1[CH:3]=[C:4]2[C:8](=[CH:9][C:10]=1[F:11])[N:7]([S:12]([C:15]1[CH:20]=[CH:19][CH:18]=[CH:17][CH:16]=1)(=[O:14])=[O:13])[CH:6]=[C:5]2[C:21]1[CH:22]=[N:23][N:24](C(OC(C)(C)C)=O)[CH:25]=1.[ClH:33]. Product: [ClH:33].[F:1][C:2]1[CH:3]=[C:4]2[C:8](=[CH:9][C:10]=1[F:11])[N:7]([S:12]([C:15]1[CH:16]=[CH:17][CH:18]=[CH:19][CH:20]=1)(=[O:13])=[O:14])[CH:6]=[C:5]2[C:21]1[CH:22]=[N:23][NH:24][CH:25]=1. The catalyst class is: 25. (2) Reactant: [C:1]([C:5]1[CH:10]=[CH:9][C:8]([NH:11][C:12]2[CH:17]=[CH:16][C:15]([O:18][C:19]3[C:28]4[C:23](=[CH:24][C:25]([O:31][CH2:32][CH:33]5[CH2:38][CH2:37][NH:36][CH2:35][CH2:34]5)=[C:26]([O:29][CH3:30])[CH:27]=4)[N:22]=[CH:21][CH:20]=3)=[CH:14][CH:13]=2)=[CH:7][CH:6]=1)([CH3:4])([CH3:3])[CH3:2].C(=O)([O-])[O-].[K+].[K+].Br[CH2:46][CH2:47][CH3:48].O. Product: [C:1]([C:5]1[CH:6]=[CH:7][C:8]([NH:11][C:12]2[CH:17]=[CH:16][C:15]([O:18][C:19]3[C:28]4[C:23](=[CH:24][C:25]([O:31][CH2:32][CH:33]5[CH2:38][CH2:37][N:36]([CH2:46][CH2:47][CH3:48])[CH2:35][CH2:34]5)=[C:26]([O:29][CH3:30])[CH:27]=4)[N:22]=[CH:21][CH:20]=3)=[CH:14][CH:13]=2)=[CH:9][CH:10]=1)([CH3:4])([CH3:2])[CH3:3]. The catalyst class is: 42. (3) Reactant: [P:1]([OH:5])([O-:4])([O-:3])=[O:2].[Na+].[Na+].[P:8](=O)([OH:11])([OH:10])[OH:9].C(=O)([O-])[O-].[Na+].[Na+].[O-]P(OP([O-])([O-])=O)(=O)[O-].[K+].[K+].[K+].[K+].OP([O-])(O)=O.[K+].P([O-])([O-])([O-])=O.[K+].[K+].[K+].[Na].[O-]P1(OP([O-])(=O)OP([O-])(=O)OP([O-])(=O)OP([O-])(=O)OP([O-])(=O)O1)=O.[Na+].[Na+].[Na+].[Na+].[Na+].[Na+].[O-]P(=O)=O.[Na+]. Product: [P:1]([O-:5])([O-:4])([O-:3])=[O:2].[O-:2][P:1]([O:5][P:8]([O-:11])([O-:10])=[O:9])(=[O:4])[O-:3]. The catalyst class is: 6.